From a dataset of Catalyst prediction with 721,799 reactions and 888 catalyst types from USPTO. Predict which catalyst facilitates the given reaction. (1) Reactant: [NH3:1].C([NH:10]/[C:11](=[N:14]\[C:15]1[C:16]([C@@H:25]2[N:29]([C:30]([O:32][C:33]([CH3:36])([CH3:35])[CH3:34])=[O:31])[C@H:28]([CH2:37][O:38][Si:39]([C:42]([CH3:45])([CH3:44])[CH3:43])([CH3:41])[CH3:40])[C@H:27]3[O:46][C:47]([CH3:50])([CH3:49])[O:48][C@@H:26]23)=[CH:17][NH:18][C:19]=1[C:20]([O:22]CC)=O)/SC)(=O)C1C=CC=CC=1. Product: [NH2:1][C:11]1[NH:10][C:20](=[O:22])[C:19]2[NH:18][CH:17]=[C:16]([C@@H:25]3[N:29]([C:30]([O:32][C:33]([CH3:36])([CH3:34])[CH3:35])=[O:31])[C@H:28]([CH2:37][O:38][Si:39]([C:42]([CH3:43])([CH3:44])[CH3:45])([CH3:41])[CH3:40])[C@H:27]4[O:46][C:47]([CH3:50])([CH3:49])[O:48][C@@H:26]34)[C:15]=2[N:14]=1. The catalyst class is: 5. (2) Reactant: [Br:1][C:2]1[C:3]([CH3:10])=[C:4]([CH2:8]O)[CH:5]=[N:6][CH:7]=1.[CH:11]([N:14](C(C)C)CC)(C)C.CS(Cl)(=O)=O. Product: [Br:1][C:2]1[C:3]([CH3:10])=[C:4]([CH2:8][NH:14][CH3:11])[CH:5]=[N:6][CH:7]=1. The catalyst class is: 1. (3) Reactant: C(=O)(O)[O-].[Na+].Cl.[CH:7]([N:10]([CH:30]([CH3:32])[CH3:31])[CH2:11][CH2:12][CH:13]([C:20]1[CH:25]=[C:24]([CH2:26][CH2:27][OH:28])[CH:23]=[CH:22][C:21]=1[OH:29])[C:14]1[CH:19]=[CH:18][CH:17]=[CH:16][CH:15]=1)([CH3:9])[CH3:8]. Product: [CH:30]([N:10]([CH:7]([CH3:9])[CH3:8])[CH2:11][CH2:12][CH:13]([C:20]1[CH:25]=[C:24]([CH2:26][CH2:27][OH:28])[CH:23]=[CH:22][C:21]=1[OH:29])[C:14]1[CH:19]=[CH:18][CH:17]=[CH:16][CH:15]=1)([CH3:32])[CH3:31]. The catalyst class is: 13. (4) Reactant: [CH:1]([C:4]1[CH:9]=[CH:8][C:7]([C:10](=O)[CH2:11][C:12]([C:14]2[CH:15]=[C:16]([CH:20]=[CH:21][CH:22]=2)[C:17]([OH:19])=[O:18])=O)=[CH:6][CH:5]=1)([CH3:3])[CH3:2].O.[NH2:25][NH2:26]. Product: [CH:1]([C:4]1[CH:9]=[CH:8][C:7]([C:10]2[CH:11]=[C:12]([C:14]3[CH:15]=[C:16]([CH:20]=[CH:21][CH:22]=3)[C:17]([OH:19])=[O:18])[NH:25][N:26]=2)=[CH:6][CH:5]=1)([CH3:3])[CH3:2]. The catalyst class is: 14. (5) Reactant: [C:1]12([CH2:11][NH:12][C:13](=O)[C@@H:14]([OH:21])[C:15]3[CH:20]=[CH:19][CH:18]=[CH:17][CH:16]=3)[CH2:10][CH:5]3[CH2:6][CH:7]([CH2:9][CH:3]([CH2:4]3)[CH2:2]1)[CH2:8]2.S(C)C. Product: [C:1]12([CH2:11][NH:12][CH2:13][C@H:14]([C:15]3[CH:16]=[CH:17][CH:18]=[CH:19][CH:20]=3)[OH:21])[CH2:8][CH:7]3[CH2:6][CH:5]([CH2:4][CH:3]([CH2:9]3)[CH2:2]1)[CH2:10]2. The catalyst class is: 1. (6) Reactant: [Cl:1][C:2]1[C:7]([CH2:8][CH2:9][C:10](OCC)=[O:11])=[C:6]([Cl:15])[N:5]=[C:4](/[CH:16]=[CH:17]/[C:18]2[CH:23]=[CH:22][CH:21]=[CH:20][CH:19]=2)[N:3]=1.[H-].[Al+3].[Li+].[H-].[H-].[H-]. Product: [Cl:15][C:6]1[C:7]([CH2:8][CH2:9][CH2:10][OH:11])=[C:2]([Cl:1])[N:3]=[C:4](/[CH:16]=[CH:17]/[C:18]2[CH:23]=[CH:22][CH:21]=[CH:20][CH:19]=2)[N:5]=1. The catalyst class is: 1.